Dataset: Reaction yield outcomes from USPTO patents with 853,638 reactions. Task: Predict the reaction yield, written as a fraction of the theoretical maximum amount of product (1.0 means a 100% yield; for example, 0.34 means a 34% yield). (1) The reactants are [CH3:1][C:2]1[O:6][N:5]=[C:4]([C:7]2[CH:12]=[CH:11][CH:10]=[CH:9][CH:8]=2)[C:3]=1[C:13]1[N:14]=[C:15]2[CH:20]=[CH:19][C:18]([C:21]([OH:23])=O)=[CH:17][N:16]2[CH:24]=1.C[C:26]1O[N:29]=[C:28](C2C=CC=CC=2)[C:27]=1C1[N:29]=[C:28]2[CH:27]=[C:26](C(O)=O)C=CN2C=1. No catalyst specified. The product is [CH2:28]([NH:29][C:21]([C:18]1[CH:19]=[CH:20][C:15]2[N:16]([CH:24]=[C:13]([C:3]3[C:4]([C:7]4[CH:8]=[CH:9][CH:10]=[CH:11][CH:12]=4)=[N:5][O:6][C:2]=3[CH3:1])[N:14]=2)[CH:17]=1)=[O:23])[C:27]#[CH:26]. The yield is 0.730. (2) The reactants are [Cl:1][C:2]1[NH:3][C:4]2[C:9]([C:10]=1[CH:11]=[O:12])=[CH:8][CH:7]=[CH:6][CH:5]=2.[C:13]1([CH3:22])[CH:18]=[CH:17][C:16](B(O)O)=[CH:15][CH:14]=1. No catalyst specified. The product is [Cl:1][C:2]1[N:3]([C:16]2[CH:17]=[CH:18][C:13]([CH3:22])=[CH:14][CH:15]=2)[C:4]2[C:9]([C:10]=1[CH:11]=[O:12])=[CH:8][CH:7]=[CH:6][CH:5]=2. The yield is 0.480. (3) The yield is 0.640. The catalyst is CN(C=O)C. The product is [Br:20][C:21]1[CH:28]=[CH:27][C:26]([O:29][C:2]2[CH:9]=[C:8]([O:10][CH2:11][CH2:12][O:13][CH:14]3[CH2:19][CH2:18][CH2:17][CH2:16][O:15]3)[C:5]([C:6]#[N:7])=[CH:4][N:3]=2)=[CH:25][C:22]=1[CH:23]=[O:24]. The reactants are Cl[C:2]1[CH:9]=[C:8]([O:10][CH2:11][CH2:12][O:13][CH:14]2[CH2:19][CH2:18][CH2:17][CH2:16][O:15]2)[C:5]([C:6]#[N:7])=[CH:4][N:3]=1.[Br:20][C:21]1[CH:28]=[CH:27][C:26]([OH:29])=[CH:25][C:22]=1[CH:23]=[O:24].C(=O)([O-])[O-].[K+].[K+]. (4) The reactants are [Li+].[OH-].[Cl:3][C:4]1[CH:38]=[CH:37][CH:36]=[C:35]([Cl:39])[C:5]=1[C:6]([NH:8][C@H:9]([C:31]([O:33]C)=[O:32])[CH2:10][C:11]1[CH:16]=[CH:15][C:14]([C:17]([NH:19][CH2:20][C:21]2[CH:22]=[N:23][C:24]3[NH:25][CH2:26][CH2:27][CH2:28][C:29]=3[CH:30]=2)=[O:18])=[CH:13][CH:12]=1)=[O:7]. The catalyst is CC(N(C)C)=O.CO.O. The product is [Cl:3][C:4]1[CH:38]=[CH:37][CH:36]=[C:35]([Cl:39])[C:5]=1[C:6]([NH:8][C@H:9]([C:31]([OH:33])=[O:32])[CH2:10][C:11]1[CH:12]=[CH:13][C:14]([C:17]([NH:19][CH2:20][C:21]2[CH:22]=[N:23][C:24]3[NH:25][CH2:26][CH2:27][CH2:28][C:29]=3[CH:30]=2)=[O:18])=[CH:15][CH:16]=1)=[O:7]. The yield is 0.670. (5) The reactants are [CH3:1][C@H:2]1[C@:14]23[CH:17]=[C:18]([CH3:21])[C@H:19]([OH:20])[C@@:13]2([OH:22])[C@H:12]([OH:23])[C:11]([CH2:24][OH:25])=[CH:10][C@H:9]([C:15]3=[O:16])[C@@H:5]2[C:6]([CH3:8])([CH3:7])[C@@H:4]2[CH2:3]1.C([O-])(O)=O.[Na+].O.[C:32]1(C)[CH:37]=CC(S(O)(=O)=O)=C[CH:33]=1. The catalyst is CC(C)=O. The product is [CH3:1][C@H:2]1[C:14]23[CH:17]=[C:18]([CH3:21])[C@H:19]([OH:20])[C@@:13]2([OH:22])[C@H:12]2[C:11]([CH2:24][O:25][C:32]([CH3:37])([CH3:33])[O:23]2)=[CH:10][CH:9]([C:15]3=[O:16])[CH:5]2[C:6]([CH3:8])([CH3:7])[CH:4]2[CH2:3]1. The yield is 0.690. (6) The reactants are [CH3:1][C:2]1[CH:7]=[CH:6][N:5]=[C:4]([N:8]([CH2:16][CH2:17][NH:18][S:19](/[CH:22]=[CH:23]/[C:24]([F:27])([F:26])[F:25])(=[O:21])=[O:20])C(=O)OC(C)(C)C)[CH:3]=1.Cl. The catalyst is O1CCOCC1. The product is [F:27][C:24]([F:25])([F:26])/[CH:23]=[CH:22]/[S:19]([NH:18][CH2:17][CH2:16][NH:8][C:4]1[CH:3]=[C:2]([CH3:1])[CH:7]=[CH:6][N:5]=1)(=[O:20])=[O:21]. The yield is 0.720.